From a dataset of Full USPTO retrosynthesis dataset with 1.9M reactions from patents (1976-2016). Predict the reactants needed to synthesize the given product. (1) Given the product [C:15]([O:14][C:12]([NH:1][C:2]1[S:3][C:4]([CH3:11])=[C:5]([C:7]([O:9][CH3:10])=[O:8])[N:6]=1)=[O:13])([CH3:18])([CH3:17])[CH3:16], predict the reactants needed to synthesize it. The reactants are: [NH2:1][C:2]1[S:3][C:4]([CH3:11])=[C:5]([C:7]([O:9][CH3:10])=[O:8])[N:6]=1.[C:12](O[C:12]([O:14][C:15]([CH3:18])([CH3:17])[CH3:16])=[O:13])([O:14][C:15]([CH3:18])([CH3:17])[CH3:16])=[O:13].C(N(CC)CC)C. (2) Given the product [CH2:76]([S:83][C:2]1[CH:11]=[C:10]2[C:5]([C:6]([C:12]3[CH:17]=[CH:16][C:15]([C:18]([F:21])([F:20])[F:19])=[CH:14][C:13]=3[CH:22]3[CH2:24][CH2:23]3)=[N:7][CH:8]=[N:9]2)=[CH:4][CH:3]=1)[C:77]1[CH:82]=[CH:81][CH:80]=[CH:79][CH:78]=1, predict the reactants needed to synthesize it. The reactants are: Br[C:2]1[CH:11]=[C:10]2[C:5]([C:6]([C:12]3[CH:17]=[CH:16][C:15]([C:18]([F:21])([F:20])[F:19])=[CH:14][C:13]=3[CH:22]3[CH2:24][CH2:23]3)=[N:7][CH:8]=[N:9]2)=[CH:4][CH:3]=1.CC1(C)C2C(=C(P(C3C=CC=CC=3)C3C=CC=CC=3)C=CC=2)OC2C(P(C3C=CC=CC=3)C3C=CC=CC=3)=CC=CC1=2.CCN(C(C)C)C(C)C.[CH2:76]([SH:83])[C:77]1[CH:82]=[CH:81][CH:80]=[CH:79][CH:78]=1.